Dataset: Forward reaction prediction with 1.9M reactions from USPTO patents (1976-2016). Task: Predict the product of the given reaction. (1) Given the reactants [F:1][C:2]1[CH:7]=[C:6]([CH:8]=[O:9])[CH:5]=[C:4]([F:10])[C:3]=1[C:11]1[N:16]=[C:15]([C:17]([NH:19][C:20]2[CH:21]=[N:22][CH:23]=[CH:24][C:25]=2[C@@H:26]2[CH2:31][C@H:30]([CH3:32])[CH2:29][C@H:28]([NH:33][C:34](=[O:40])[O:35][C:36]([CH3:39])([CH3:38])[CH3:37])[CH2:27]2)=[O:18])[CH:14]=[CH:13][C:12]=1[F:41].[BH4-].[Na+].O, predict the reaction product. The product is: [F:10][C:4]1[CH:5]=[C:6]([CH2:8][OH:9])[CH:7]=[C:2]([F:1])[C:3]=1[C:11]1[N:16]=[C:15]([C:17]([NH:19][C:20]2[CH:21]=[N:22][CH:23]=[CH:24][C:25]=2[C@@H:26]2[CH2:31][C@H:30]([CH3:32])[CH2:29][C@H:28]([NH:33][C:34](=[O:40])[O:35][C:36]([CH3:38])([CH3:37])[CH3:39])[CH2:27]2)=[O:18])[CH:14]=[CH:13][C:12]=1[F:41]. (2) The product is: [OH:18][C:13]1[C:12]([I:11])=[CH:17][CH:16]=[CH:15][C:14]=1[CH:22]=[O:23]. Given the reactants C(N(CC)CC)C.[Cl-].[Mg+2].[Cl-].[I:11][C:12]1[CH:17]=[CH:16][CH:15]=[CH:14][C:13]=1[OH:18].Cl.C1C[O:23][CH2:22]C1, predict the reaction product. (3) Given the reactants Cl[C:2]1[N:10]=[CH:9][N:8]=[C:7]2[C:3]=1[NH:4][CH:5]=[N:6]2.[CH3:11][C:12]1[S:29][C:15]2=[N:16][C:17]([C:23]3[CH:28]=[CH:27][CH:26]=[CH:25][N:24]=3)=[C:18]([C@@H:20]([NH2:22])[CH3:21])[CH:19]=[C:14]2[CH:13]=1.CCN(C(C)C)C(C)C, predict the reaction product. The product is: [CH3:11][C:12]1[S:29][C:15]2=[N:16][C:17]([C:23]3[CH:28]=[CH:27][CH:26]=[CH:25][N:24]=3)=[C:18]([C@@H:20]([NH:22][C:2]3[N:10]=[CH:9][N:8]=[C:7]4[C:3]=3[N:4]=[CH:5][NH:6]4)[CH3:21])[CH:19]=[C:14]2[CH:13]=1. (4) Given the reactants [O:1]([CH2:8][CH2:9][NH:10][C:11]1[O:12][CH2:13][C:14]2[CH:20]=[C:19]([NH2:21])[CH:18]=[CH:17][C:15]=2[N:16]=1)[C:2]1[CH:7]=[CH:6][CH:5]=[CH:4][CH:3]=1.[C:22]1([S:28](Cl)(=[O:30])=[O:29])[CH:27]=[CH:26][CH:25]=[CH:24][CH:23]=1, predict the reaction product. The product is: [O:1]([CH2:8][CH2:9][NH:10][C:11]1[O:12][CH2:13][C:14]2[CH:20]=[C:19]([NH:21][S:28]([C:22]3[CH:27]=[CH:26][CH:25]=[CH:24][CH:23]=3)(=[O:30])=[O:29])[CH:18]=[CH:17][C:15]=2[N:16]=1)[C:2]1[CH:7]=[CH:6][CH:5]=[CH:4][CH:3]=1. (5) Given the reactants [CH:1]1([S:4]([N:7]2[C:11]3=[CH:12][C:13]4[C:17]([C:18]([F:19])=[C:10]3[N:9]([C:22]3[CH:27]=[CH:26][C:25]([I:28])=[CH:24][C:23]=3[F:29])C2=O)=[N:16][N:15]([CH3:20])[C:14]=4[CH3:21])(=[O:6])=[O:5])[CH2:3][CH2:2]1.C[Si](C)(C)[O-].[K+], predict the reaction product. The product is: [F:29][C:23]1[CH:24]=[C:25]([I:28])[CH:26]=[CH:27][C:22]=1[NH:9][C:10]1[C:11]([NH:7][S:4]([CH:1]2[CH2:3][CH2:2]2)(=[O:5])=[O:6])=[CH:12][C:13]2[C:17]([C:18]=1[F:19])=[N:16][N:15]([CH3:20])[C:14]=2[CH3:21].